From a dataset of Reaction yield outcomes from USPTO patents with 853,638 reactions. Predict the reaction yield, written as a fraction of the theoretical maximum amount of product (1.0 means a 100% yield; for example, 0.34 means a 34% yield). (1) The product is [F:38][C:39]([F:52])([F:51])[S:40]([O:19][C:15]1[CH:14]=[C:13]2[C:18]([CH:9]([C:4]3[CH:5]=[CH:6][C:7]([Cl:8])=[C:2]([Cl:1])[CH:3]=3)[CH2:10][N:11]([S:20]([C:23]3[CH:28]=[CH:27][CH:26]=[CH:25][C:24]=3[N+:29]([O-:31])=[O:30])(=[O:22])=[O:21])[CH2:12]2)=[CH:17][CH:16]=1)(=[O:42])=[O:41]. The catalyst is ClCCl. The yield is 0.800. The reactants are [Cl:1][C:2]1[CH:3]=[C:4]([CH:9]2[C:18]3[C:13](=[CH:14][C:15]([OH:19])=[CH:16][CH:17]=3)[CH2:12][N:11]([S:20]([C:23]3[CH:28]=[CH:27][CH:26]=[CH:25][C:24]=3[N+:29]([O-:31])=[O:30])(=[O:22])=[O:21])[CH2:10]2)[CH:5]=[CH:6][C:7]=1[Cl:8].N1C=CC=CC=1.[F:38][C:39]([F:52])([F:51])[S:40](O[S:40]([C:39]([F:52])([F:51])[F:38])(=[O:42])=[O:41])(=[O:42])=[O:41]. (2) The reactants are Cl.[CH3:2][NH:3][O:4][CH3:5].C[Al](C)C.[C:10]([O:14][C:15]([C@:17]12[C@@H:22]([C:23]3[CH:28]=[CH:27][CH:26]=[CH:25][CH:24]=3)[C@H:21]1[CH2:20][O:19][C:18]2=[O:29])=[O:16])([CH3:13])([CH3:12])[CH3:11].Cl. The catalyst is ClCCl. The product is [C:10]([O:14][C:15]([C@:17]1([C:18](=[O:29])[N:3]([O:4][CH3:5])[CH3:2])[C@@H:22]([C:23]2[CH:28]=[CH:27][CH:26]=[CH:25][CH:24]=2)[C@H:21]1[CH2:20][OH:19])=[O:16])([CH3:12])([CH3:11])[CH3:13]. The yield is 0.860.